Dataset: Full USPTO retrosynthesis dataset with 1.9M reactions from patents (1976-2016). Task: Predict the reactants needed to synthesize the given product. (1) Given the product [Br:1][C:2]1[CH:3]=[C:4]2[C:10]([CH2:11][OH:12])=[CH:9][N:8]([S:13]([C:16]3[CH:22]=[CH:21][C:19]([CH3:20])=[CH:18][CH:17]=3)(=[O:14])=[O:15])[C:5]2=[N:6][CH:7]=1, predict the reactants needed to synthesize it. The reactants are: [Br:1][C:2]1[CH:3]=[C:4]2[C:10]([CH:11]=[O:12])=[CH:9][N:8]([S:13]([C:16]3[CH:22]=[CH:21][C:19]([CH3:20])=[CH:18][CH:17]=3)(=[O:15])=[O:14])[C:5]2=[N:6][CH:7]=1.[BH4-].[Na+]. (2) The reactants are: [CH3:1][O:2][C:3]1[N:8]=[C:7]([NH:9][C:10]#[N:11])[C:6]([O:12][CH3:13])=[CH:5][N:4]=1.Cl.NO.C([N:19](CC)CC)C.ClC(OC)=O. Given the product [NH2:11][C:10]1[N:9]=[C:7]2[N:8]([C:3]([O:2][CH3:1])=[N:4][CH:5]=[C:6]2[O:12][CH3:13])[N:19]=1, predict the reactants needed to synthesize it. (3) The reactants are: [CH:1]([O:4][C:5]1[CH:13]=[CH:12][CH:11]=[C:10]([CH2:14][CH2:15][CH2:16][CH2:17][CH2:18][CH2:19][CH2:20][CH2:21][CH2:22][CH2:23][CH2:24][CH2:25][CH2:26][CH2:27][CH3:28])[C:6]=1[C:7](Cl)=[O:8])([CH3:3])[CH3:2].[NH2:29][C:30]1[CH:37]=[CH:36][C:33]([C:34]#[N:35])=[C:32]([C:38]([F:41])([F:40])[F:39])[CH:31]=1.C(N(CC)CC)C. Given the product [C:34]([C:33]1[CH:36]=[CH:37][C:30]([NH:29][C:7](=[O:8])[C:6]2[C:10]([CH2:14][CH2:15][CH2:16][CH2:17][CH2:18][CH2:19][CH2:20][CH2:21][CH2:22][CH2:23][CH2:24][CH2:25][CH2:26][CH2:27][CH3:28])=[CH:11][CH:12]=[CH:13][C:5]=2[O:4][CH:1]([CH3:3])[CH3:2])=[CH:31][C:32]=1[C:38]([F:39])([F:40])[F:41])#[N:35], predict the reactants needed to synthesize it. (4) Given the product [Br:42][C:43]1[CH:48]=[CH:47][C:46]([C@@H:49]([NH:51][C:34]([NH:20][C:19]2[CH:21]=[CH:22][C:16]([O:15][C:6]3[C:5]4[C:10](=[CH:11][C:12]([O:13][CH3:14])=[C:3]([O:2][CH3:1])[CH:4]=4)[N:9]=[CH:8][CH:7]=3)=[CH:17][CH:18]=2)=[O:40])[CH3:50])=[CH:45][CH:44]=1, predict the reactants needed to synthesize it. The reactants are: [CH3:1][O:2][C:3]1[CH:4]=[C:5]2[C:10](=[CH:11][C:12]=1[O:13][CH3:14])[N:9]=[CH:8][CH:7]=[C:6]2[O:15][C:16]1[CH:22]=[CH:21][C:19]([NH2:20])=[CH:18][CH:17]=1.C(N(CC)CC)C.ClC(Cl)(O[C:34](=[O:40])OC(Cl)(Cl)Cl)Cl.[Br:42][C:43]1[CH:48]=[CH:47][C:46]([C@@H:49]([NH2:51])[CH3:50])=[CH:45][CH:44]=1. (5) Given the product [CH2:25]([O:32][C:33]1[C:38]([CH3:39])=[C:37]([CH3:40])[C:36]([NH:17][CH2:1][CH2:2][CH2:3][CH2:4][CH2:5][CH2:6][CH2:7][CH2:8][CH2:9][CH2:10][CH2:11][CH2:12][CH2:13][CH2:14][CH2:15][CH3:16])=[N:35][C:34]=1[CH3:42])[C:26]1[CH:31]=[CH:30][CH:29]=[CH:28][CH:27]=1, predict the reactants needed to synthesize it. The reactants are: [CH2:1]([NH2:17])[CH2:2][CH2:3][CH2:4][CH2:5][CH2:6][CH2:7][CH2:8][CH2:9][CH2:10][CH2:11][CH2:12][CH2:13][CH2:14][CH2:15][CH3:16].C1(C)C=CC=CC=1.[CH2:25]([O:32][C:33]1[C:34]([CH3:42])=[N:35][C:36](Br)=[C:37]([CH3:40])[C:38]=1[CH3:39])[C:26]1[CH:31]=[CH:30][CH:29]=[CH:28][CH:27]=1.CC([O-])(C)C.[Na+]. (6) Given the product [C:10]([NH:1][C:2]1[S:3][CH:4]=[C:5]([C:7]([NH2:9])=[O:8])[N:6]=1)(=[O:12])[CH3:11], predict the reactants needed to synthesize it. The reactants are: [NH2:1][C:2]1[S:3][CH:4]=[C:5]([C:7]([NH2:9])=[O:8])[N:6]=1.[C:10](OC(=O)C)(=[O:12])[CH3:11]. (7) The reactants are: [H-].[H-].[H-].[H-].[Li+].[Al+3].[CH2:7]([O:14][CH2:15][C@@H:16]1[NH:21][C:20](=O)[CH2:19][NH:18][C:17]1=O)[C:8]1[CH:13]=[CH:12][CH:11]=[CH:10][CH:9]=1. Given the product [CH2:7]([O:14][CH2:15][C@H:16]1[CH2:17][NH:18][CH2:19][CH2:20][NH:21]1)[C:8]1[CH:13]=[CH:12][CH:11]=[CH:10][CH:9]=1, predict the reactants needed to synthesize it.